From a dataset of Forward reaction prediction with 1.9M reactions from USPTO patents (1976-2016). Predict the product of the given reaction. Given the reactants BrC1C=C(NC(=O)CC)C=C(C(C2C=NC=CC=2)=O)C=1.[N:21]1[CH:26]=[CH:25][CH:24]=[C:23]([C:27]([C:29]2[CH:30]=[C:31]([NH:54][C:55](=[O:58])[CH2:56][CH3:57])[CH:32]=[C:33]([C:35]3[CH:43]=[CH:42][CH:41]=[C:40]4[C:36]=3[CH:37]=[CH:38][N:39]4[Si](C(C)C)(C(C)C)C(C)C)[CH:34]=2)=[O:28])[CH:22]=1, predict the reaction product. The product is: [NH:39]1[C:40]2[C:36](=[C:35]([C:33]3[CH:32]=[C:31]([NH:54][C:55](=[O:58])[CH2:56][CH3:57])[CH:30]=[C:29]([C:27]([C:23]4[CH:22]=[N:21][CH:26]=[CH:25][CH:24]=4)=[O:28])[CH:34]=3)[CH:43]=[CH:42][CH:41]=2)[CH:37]=[CH:38]1.